This data is from Reaction yield outcomes from USPTO patents with 853,638 reactions. The task is: Predict the reaction yield, written as a fraction of the theoretical maximum amount of product (1.0 means a 100% yield; for example, 0.34 means a 34% yield). (1) The product is [Cl:1][C:2]1[N:7]=[CH:6][N:5]=[C:4]([NH:8][CH2:18][C:17]2[CH:20]=[CH:21][C:22]([O:23][CH3:24])=[C:15]([O:14][CH:9]3[CH2:13][CH2:12][CH2:11][CH2:10]3)[CH:16]=2)[CH:3]=1. The reactants are [Cl:1][C:2]1[N:7]=[CH:6][N:5]=[C:4]([NH2:8])[CH:3]=1.[CH:9]1([O:14][C:15]2[CH:16]=[C:17]([CH:20]=[CH:21][C:22]=2[O:23][CH3:24])[CH:18]=O)[CH2:13][CH2:12][CH2:11][CH2:10]1.CC(O)=O. The catalyst is ClCCCl. The yield is 0.120. (2) The reactants are [C:1](OC(=NC(C)C)NC(C)C)([CH3:4])([CH3:3])[CH3:2].Cl.[Br:16][C:17]1[CH:22]=[CH:21][C:20]([NH:23][C:24]2[C:29]([C:30]([OH:32])=[O:31])=[CH:28][N:27]=[C:26]([Cl:33])[CH:25]=2)=[C:19]([Cl:34])[CH:18]=1. The catalyst is C1COCC1.CCOC(C)=O. The product is [C:1]([O:31][C:30](=[O:32])[C:29]1[C:24]([NH:23][C:20]2[CH:21]=[CH:22][C:17]([Br:16])=[CH:18][C:19]=2[Cl:34])=[CH:25][C:26]([Cl:33])=[N:27][CH:28]=1)([CH3:4])([CH3:3])[CH3:2]. The yield is 0.780.